Dataset: Catalyst prediction with 721,799 reactions and 888 catalyst types from USPTO. Task: Predict which catalyst facilitates the given reaction. (1) Reactant: Cl[C:2]1[N:7]=[CH:6][N:5]=[C:4]([NH:8][C:9]2[CH:14]=[CH:13][C:12]([N:15]3[CH2:20][CH2:19][O:18][CH2:17][CH2:16]3)=[CH:11][CH:10]=2)[N:3]=1.[O:21]1[CH2:26][CH2:25][CH:24]([O:27][C:28]2[CH:35]=[CH:34][C:33](B3OC(C)(C)C(C)(C)O3)=[CH:32][C:29]=2[C:30]#[N:31])[CH2:23][CH2:22]1.C1(P(C2C=CC=CC=2)C2C=CC=CC=2)C=CC=CC=1.C(=O)([O-])[O-].[Na+].[Na+]. Product: [O:18]1[CH2:19][CH2:20][N:15]([C:12]2[CH:13]=[CH:14][C:9]([NH:8][C:4]3[N:5]=[CH:6][N:7]=[C:2]([C:33]4[CH:34]=[CH:35][C:28]([O:27][CH:24]5[CH2:25][CH2:26][O:21][CH2:22][CH2:23]5)=[C:29]([CH:32]=4)[C:30]#[N:31])[N:3]=3)=[CH:10][CH:11]=2)[CH2:16][CH2:17]1. The catalyst class is: 848. (2) Reactant: [Br:1][C:2]1[CH:3]=[CH:4][C:5]([NH:15][CH2:16][CH:17]2[CH2:19][CH2:18]2)=[C:6]([NH:8][C:9](=O)[C:10]([CH3:13])([CH3:12])[CH3:11])[CH:7]=1. The catalyst class is: 11. Product: [Br:1][C:2]1[CH:3]=[CH:4][C:5]2[N:15]([CH2:16][CH:17]3[CH2:19][CH2:18]3)[C:9]([C:10]([CH3:13])([CH3:12])[CH3:11])=[N:8][C:6]=2[CH:7]=1.